From a dataset of Forward reaction prediction with 1.9M reactions from USPTO patents (1976-2016). Predict the product of the given reaction. (1) The product is: [OH2:6].[Cl:36][C:35]1[C:30]([O:29][C:12]2[CH:11]=[C:10]([O:9][CH2:8][CH2:7][OH:6])[CH:15]=[CH:14][C:13]=2/[CH:16]=[CH:17]/[C:18]([NH:20][S:21]([CH2:24][CH2:25][CH2:26][CH2:27][CH3:28])(=[O:23])=[O:22])=[O:19])=[N:31][CH:32]=[C:33]([C:37]([F:39])([F:38])[F:40])[CH:34]=1. Given the reactants C([Si](C1C=CC=CC=1)(C1C=CC=CC=1)[O:6][CH2:7][CH2:8][O:9][C:10]1[CH:15]=[CH:14][C:13](/[CH:16]=[CH:17]/[C:18]([NH:20][S:21]([CH2:24][CH2:25][CH2:26][CH2:27][CH3:28])(=[O:23])=[O:22])=[O:19])=[C:12]([O:29][C:30]2[C:35]([Cl:36])=[CH:34][C:33]([C:37]([F:40])([F:39])[F:38])=[CH:32][N:31]=2)[CH:11]=1)(C)(C)C.[F-].C([N+](CCCC)(CCCC)CCCC)CCC.Cl, predict the reaction product. (2) Given the reactants Cl[C:2]1[N:7]=[C:6]([CH:8]2[CH2:11][CH2:10][CH2:9]2)[CH:5]=[CH:4][N:3]=1.[NH2:12][C:13]1[CH:14]=[C:15]([C:20]2[S:24][C:23]([N:25]3[CH2:31][CH2:30][CH2:29][NH:28][C:27](=[O:32])[CH2:26]3)=[N:22][CH:21]=2)[CH:16]=[C:17]([CH3:19])[CH:18]=1.CC(C1C=C(C(C)C)C(C2C=CC=CC=2P(C2CCCCC2)C2CCCCC2)=C(C(C)C)C=1)C.C(=O)([O-])[O-].[K+].[K+], predict the reaction product. The product is: [CH:8]1([C:6]2[CH:5]=[CH:4][N:3]=[C:2]([NH:12][C:13]3[CH:14]=[C:15]([C:20]4[S:24][C:23]([N:25]5[CH2:31][CH2:30][CH2:29][NH:28][C:27](=[O:32])[CH2:26]5)=[N:22][CH:21]=4)[CH:16]=[C:17]([CH3:19])[CH:18]=3)[N:7]=2)[CH2:11][CH2:10][CH2:9]1. (3) Given the reactants [N:1]1[CH:6]=[CH:5][CH:4]=[CH:3][C:2]=1[NH2:7].[NH2:8][C:9]1[C:10]([C:21](OC)=[O:22])=[N:11][C:12]([C:15]2[CH:20]=[CH:19][CH:18]=[CH:17][CH:16]=2)=[CH:13][N:14]=1, predict the reaction product. The product is: [NH2:8][C:9]1[C:10]([C:21]([NH:7][C:2]2[CH:3]=[CH:4][CH:5]=[CH:6][N:1]=2)=[O:22])=[N:11][C:12]([C:15]2[CH:20]=[CH:19][CH:18]=[CH:17][CH:16]=2)=[CH:13][N:14]=1.